Task: Predict which catalyst facilitates the given reaction.. Dataset: Catalyst prediction with 721,799 reactions and 888 catalyst types from USPTO (1) Reactant: Br[C:2]1[C:7]2[S:8][C:9]([C:11]3[C:18]([F:19])=[CH:17][C:14]([C:15]#[N:16])=[CH:13][C:12]=3[Cl:20])=[N:10][C:6]=2[CH:5]=[CH:4][N:3]=1.[NH2:21][C:22]1[CH:27]=[C:26]([CH3:28])[N:25]=[CH:24][N:23]=1.CC1(C)C2C(=C(P(C3C=CC=CC=3)C3C=CC=CC=3)C=CC=2)OC2C(P(C3C=CC=CC=3)C3C=CC=CC=3)=CC=CC1=2.C(=O)([O-])[O-].[Cs+].[Cs+]. Product: [Cl:20][C:12]1[CH:13]=[C:14]([CH:17]=[C:18]([F:19])[C:11]=1[C:9]1[S:8][C:7]2[C:2]([NH:21][C:22]3[CH:27]=[C:26]([CH3:28])[N:25]=[CH:24][N:23]=3)=[N:3][CH:4]=[CH:5][C:6]=2[N:10]=1)[C:15]#[N:16]. The catalyst class is: 62. (2) Reactant: [F:1][CH:2]([F:19])[CH2:3][C@@H:4]1[N:9]([C:10]([O:12][C:13]([CH3:16])([CH3:15])[CH3:14])=[O:11])[CH2:8][C@H:7]([CH2:17][OH:18])[O:6][CH2:5]1.O.C(O)(=[O:23])C.C(O)(=O)C.IC1C=CC=CC=1.CC1(C)N([O])C(C)(C)CCC1. Product: [C:13]([O:12][C:10]([N:9]1[C@@H:4]([CH2:3][CH:2]([F:1])[F:19])[CH2:5][O:6][C@@H:7]([C:17]([OH:23])=[O:18])[CH2:8]1)=[O:11])([CH3:16])([CH3:14])[CH3:15]. The catalyst class is: 98.